This data is from Full USPTO retrosynthesis dataset with 1.9M reactions from patents (1976-2016). The task is: Predict the reactants needed to synthesize the given product. (1) Given the product [Br:1][C:2]1[CH:11]=[CH:10][C:9]2[N:8]=[CH:7][C:6]3[N:12]([CH3:28])[C:13](=[O:26])[N:14]([C:15]4[CH:20]=[CH:19][C:18]([C:21]([CH3:24])([CH3:25])[C:22]#[N:23])=[CH:17][CH:16]=4)[C:5]=3[C:4]=2[CH:3]=1, predict the reactants needed to synthesize it. The reactants are: [Br:1][C:2]1[CH:11]=[CH:10][C:9]2[N:8]=[CH:7][C:6]3[NH:12][C:13](=[O:26])[N:14]([C:15]4[CH:20]=[CH:19][C:18]([C:21]([CH3:25])([CH3:24])[C:22]#[N:23])=[CH:17][CH:16]=4)[C:5]=3[C:4]=2[CH:3]=1.I[CH3:28].[OH-].[Na+]. (2) The reactants are: [CH3:1][N:2]1[C:7](=[O:8])[C:6]2[C:9]([C:30]3[CH:35]=[CH:34][CH:33]=[CH:32][CH:31]=3)=[C:10]([C:12]3[CH:17]=[CH:16][C:15]([C:18]4([NH:22][C:23](=[O:29])[O:24][C:25]([CH3:28])([CH3:27])[CH3:26])[CH2:21][CH2:20][CH2:19]4)=[CH:14][CH:13]=3)[O:11][C:5]=2[N:4]=[C:3]1S(C)(=O)=O.[CH3:40][NH:41][CH2:42][CH2:43][OH:44]. Given the product [OH:44][CH2:43][CH2:42][N:41]([CH3:40])[C:3]1[N:2]([CH3:1])[C:7](=[O:8])[C:6]2[C:9]([C:30]3[CH:31]=[CH:32][CH:33]=[CH:34][CH:35]=3)=[C:10]([C:12]3[CH:17]=[CH:16][C:15]([C:18]4([NH:22][C:23](=[O:29])[O:24][C:25]([CH3:27])([CH3:28])[CH3:26])[CH2:19][CH2:20][CH2:21]4)=[CH:14][CH:13]=3)[O:11][C:5]=2[N:4]=1, predict the reactants needed to synthesize it. (3) Given the product [O:45]=[C:44]1[CH2:43][CH2:42][C:41](=[O:46])[N:1]1[C:2]1[CH:3]=[CH:4][CH:5]=[C:6]2[C:11]=1[N:10]([CH2:12][C:13]1[CH:17]=[CH:16][S:15][CH:14]=1)[C:9](=[O:18])[CH:8]([NH:19][C:20](=[O:40])[C@H:21]([NH:26][C:27](=[O:39])[C:28]([NH:31][C:32](=[O:38])[O:33][C:34]([CH3:37])([CH3:36])[CH3:35])([CH3:29])[CH3:30])[CH2:22][CH:23]([CH3:24])[CH3:25])[CH2:7]2, predict the reactants needed to synthesize it. The reactants are: [NH2:1][C:2]1[CH:3]=[CH:4][CH:5]=[C:6]2[C:11]=1[N:10]([CH2:12][C:13]1[CH:17]=[CH:16][S:15][CH:14]=1)[C:9](=[O:18])[CH:8]([NH:19][C:20](=[O:40])[C@H:21]([NH:26][C:27](=[O:39])[C:28]([NH:31][C:32](=[O:38])[O:33][C:34]([CH3:37])([CH3:36])[CH3:35])([CH3:30])[CH3:29])[CH2:22][CH:23]([CH3:25])[CH3:24])[CH2:7]2.[C:41]1(=O)[O:46][C:44](=[O:45])[CH2:43][CH2:42]1.C([O-])(=O)C.[Na+].C(OC(=O)C)(=O)C. (4) Given the product [NH2:23][C:21]1[N:22]=[C:17]([C:9]2[CH:10]=[CH:11][C:6](/[CH:5]=[CH:4]/[C:3]([O:2][CH3:1])=[O:15])=[CH:7][CH:8]=2)[CH:18]=[C:19]([NH:24][CH3:25])[N:20]=1, predict the reactants needed to synthesize it. The reactants are: [CH3:1][O:2][C:3](=[O:15])/[CH:4]=[CH:5]/[C:6]1[CH:11]=[CH:10][C:9](B(O)O)=[CH:8][CH:7]=1.I[C:17]1[N:22]=[C:21]([NH2:23])[N:20]=[C:19]([NH:24][CH3:25])[CH:18]=1. (5) Given the product [OH:47][C:44]1[CH:45]=[CH:46][C:41]([CH2:40][CH2:39][NH:38][C:3]([C:5]2[N:9]3[C:8]([CH2:14][N:13]([C:15]([C:17]4[CH:22]=[CH:21][C:20]([C:23]5[CH:28]=[CH:27][CH:26]=[CH:25][C:24]=5[O:29][CH3:30])=[C:19]([CH3:31])[CH:18]=4)=[O:16])[C:12]4[CH:32]=[CH:33][CH:34]=[CH:35][C:11]=4[CH2:10]3)=[CH:7][CH:6]=2)=[O:4])=[CH:42][CH:43]=1, predict the reactants needed to synthesize it. The reactants are: ClC(Cl)(Cl)[C:3]([C:5]1[N:9]2[CH2:10][C:11]3[CH:35]=[CH:34][CH:33]=[CH:32][C:12]=3[N:13]([C:15]([C:17]3[CH:22]=[CH:21][C:20]([C:23]4[CH:28]=[CH:27][CH:26]=[CH:25][C:24]=4[O:29][CH3:30])=[C:19]([CH3:31])[CH:18]=3)=[O:16])[CH2:14][C:8]2=[CH:7][CH:6]=1)=[O:4].[NH2:38][CH2:39][CH2:40][C:41]1[CH:46]=[CH:45][C:44]([OH:47])=[CH:43][CH:42]=1.O.